This data is from Peptide-MHC class I binding affinity with 185,985 pairs from IEDB/IMGT. The task is: Regression. Given a peptide amino acid sequence and an MHC pseudo amino acid sequence, predict their binding affinity value. This is MHC class I binding data. (1) The peptide sequence is TIAHINTLI. The MHC is HLA-A02:03 with pseudo-sequence HLA-A02:03. The binding affinity (normalized) is 0.715. (2) The peptide sequence is LEACYKRSV. The MHC is HLA-A02:11 with pseudo-sequence HLA-A02:11. The binding affinity (normalized) is 0.0847. (3) The peptide sequence is YQPDTGNYI. The MHC is HLA-A23:01 with pseudo-sequence HLA-A23:01. The binding affinity (normalized) is 0.199. (4) The peptide sequence is LAKSVFNSL. The MHC is HLA-A02:02 with pseudo-sequence HLA-A02:02. The binding affinity (normalized) is 0.118. (5) The peptide sequence is HFDDVANGF. The MHC is HLA-B44:02 with pseudo-sequence HLA-B44:02. The binding affinity (normalized) is 0.0847.